This data is from Reaction yield outcomes from USPTO patents with 853,638 reactions. The task is: Predict the reaction yield, written as a fraction of the theoretical maximum amount of product (1.0 means a 100% yield; for example, 0.34 means a 34% yield). (1) The reactants are [N+:1]([C:4]1[CH:5]=[C:6]([NH:10][CH2:11][C:12]2[CH:17]=[CH:16][CH:15]=[C:14]([O:18][C:19]([F:24])([F:23])[CH:20]([F:22])[F:21])[CH:13]=2)[CH:7]=[CH:8][CH:9]=1)([O-:3])=[O:2].[F:25][C:26]([F:31])([F:30])[CH:27]1[O:29][CH2:28]1.FC(F)(F)S([O-])(=O)=O.[Yb+3].FC(F)(F)S([O-])(=O)=O.FC(F)(F)S([O-])(=O)=O. The catalyst is C(#N)C. The product is [N+:1]([C:4]1[CH:5]=[C:6]([N:10]([CH2:11][C:12]2[CH:17]=[CH:16][CH:15]=[C:14]([O:18][C:19]([F:23])([F:24])[CH:20]([F:21])[F:22])[CH:13]=2)[CH2:28][CH:27]([OH:29])[C:26]([F:31])([F:30])[F:25])[CH:7]=[CH:8][CH:9]=1)([O-:3])=[O:2]. The yield is 0.450. (2) The reactants are [CH3:1][C:2]1[NH:7][C:6](=[O:8])[CH:5]=[C:4]([C:9]([F:12])([F:11])[F:10])[CH:3]=1.[C:13](=O)([O-])[O-].[K+].[K+].IC.O. The catalyst is COCCOC. The product is [CH3:13][N:7]1[C:2]([CH3:1])=[CH:3][C:4]([C:9]([F:12])([F:10])[F:11])=[CH:5][C:6]1=[O:8]. The yield is 0.970. (3) The reactants are [O:1]=[C:2]([CH2:8][CH2:9][CH2:10][CH3:11])[CH2:3][C:4]([O:6][CH3:7])=[O:5].[H-].[Na+].Br[CH2:15][C:16]1[CH:21]=[CH:20][C:19]([C:22]2[C:23]([C:28]#[N:29])=[CH:24][CH:25]=[CH:26][CH:27]=2)=[C:18]([F:30])[CH:17]=1. The catalyst is O1CCCC1. The product is [C:28]([C:23]1[CH:24]=[CH:25][CH:26]=[CH:27][C:22]=1[C:19]1[CH:20]=[CH:21][C:16]([CH2:15][CH:3]([C:2](=[O:1])[CH2:8][CH2:9][CH2:10][CH3:11])[C:4]([O:6][CH3:7])=[O:5])=[CH:17][C:18]=1[F:30])#[N:29]. The yield is 0.900. (4) The reactants are [Cl:1][C:2]1[C:3]([N:11]2[CH:21]=[C:14]3[C:15](Cl)=[N:16][CH:17]=[C:18]([F:19])[C:13]3=[N:12]2)=[C:4]([CH:7]=[C:8]([F:10])[CH:9]=1)[C:5]#[N:6].[Br:22][Si](C)(C)C. The catalyst is C(#N)CC. The product is [Br:22][C:15]1[C:14]2=[CH:21][N:11]([C:3]3[C:2]([Cl:1])=[CH:9][C:8]([F:10])=[CH:7][C:4]=3[C:5]#[N:6])[N:12]=[C:13]2[C:18]([F:19])=[CH:17][N:16]=1. The yield is 1.00. (5) The reactants are [Si]([O:18][CH:19]([C:21]1[CH:25]=[N:24][N:23]([CH2:26][C@@H:27]2[C@H:30]([NH:31][C:32](=[O:34])[O-:33])[C:29](=[O:35])[NH:28]2)[N:22]=1)[CH3:20])(C(C)(C)C)(C1C=CC=CC=1)C1C=CC=CC=1.[CH3:36][CH2:37][CH2:38]C[N+](CCCC)(CCCC)CCCC.[F-].[CH2:54]1[CH2:58]O[CH2:56][CH2:55]1. No catalyst specified. The product is [CH2:56]([O:33][C:32](=[O:34])[NH:31][C@@H:30]1[C:29](=[O:35])[NH:28][C@@H:27]1[CH2:26][N:23]1[N:22]=[C:21]([CH:19]([OH:18])[CH3:20])[CH:25]=[N:24]1)[C:55]1[CH:38]=[CH:37][CH:36]=[CH:58][CH:54]=1. The yield is 0.560. (6) The reactants are C([O:4][C:5]1[CH:19]=[CH:18][C:8]([CH2:9][O:10][CH2:11][CH2:12][N:13]2[CH:17]=[CH:16][N:15]=[N:14]2)=[CH:7][CH:6]=1)C=C.CN1C(=O)CC(=O)N(C)C1=O. The catalyst is ClCCl.C1C=CC([P]([Pd]([P](C2C=CC=CC=2)(C2C=CC=CC=2)C2C=CC=CC=2)([P](C2C=CC=CC=2)(C2C=CC=CC=2)C2C=CC=CC=2)[P](C2C=CC=CC=2)(C2C=CC=CC=2)C2C=CC=CC=2)(C2C=CC=CC=2)C2C=CC=CC=2)=CC=1. The product is [N:13]1([CH2:12][CH2:11][O:10][CH2:9][C:8]2[CH:7]=[CH:6][C:5]([OH:4])=[CH:19][CH:18]=2)[CH:17]=[CH:16][N:15]=[N:14]1. The yield is 0.590. (7) The reactants are [F:1][C:2]1[CH:7]=[CH:6][C:5]([OH:8])=[C:4]([O:9][CH3:10])[CH:3]=1.F[C:12]1[CH:17]=[CH:16][CH:15]=[CH:14][C:13]=1[N+:18]([O-:20])=[O:19].[F:21][C:22]1[CH:35]=[CH:34][C:25]([O:26][C:27]2[CH:33]=[CH:32][CH:31]=[CH:30][C:28]=2[NH2:29])=[C:24]([O:36][CH3:37])[CH:23]=1.[NH2:38][C:39]1[S:40][CH:41]=[CH:42][N:43]=1. No catalyst specified. The product is [F:1][C:2]1[CH:7]=[CH:6][C:5]([O:8][C:12]2[CH:17]=[CH:16][CH:15]=[CH:14][C:13]=2[N+:18]([O-:20])=[O:19])=[C:4]([O:9][CH3:10])[CH:3]=1.[F:21][C:22]1[CH:35]=[CH:34][C:25]([O:26][C:27]2[CH:33]=[CH:32][CH:31]=[CH:30][C:28]=2[NH:29][C:10]([NH:38][C:39]2[S:40][CH:41]=[CH:42][N:43]=2)=[O:9])=[C:24]([O:36][CH3:37])[CH:23]=1. The yield is 0.670. (8) The reactants are [F:1][C:2]1[CH:20]=[CH:19][C:18]([CH3:21])=[CH:17][C:3]=1[O:4][C:5]1[CH:6]=[CH:7][C:8]2[N:12]=[C:11]([CH2:13][OH:14])[N:10]([CH3:15])[C:9]=2[CH:16]=1.O[C:23]1[CH:24]=[C:25]([CH:30]=[CH:31][CH:32]=1)[C:26]([O:28][CH3:29])=[O:27].C(P(CCCC)CCCC)CCC.N(C(N1CCCCC1)=O)=NC(N1CCCCC1)=O. The catalyst is ClCCl. The product is [F:1][C:2]1[CH:20]=[CH:19][C:18]([CH3:21])=[CH:17][C:3]=1[O:4][C:5]1[CH:6]=[CH:7][C:8]2[N:12]=[C:11]([CH2:13][O:14][C:23]3[CH:24]=[C:25]([CH:30]=[CH:31][CH:32]=3)[C:26]([O:28][CH3:29])=[O:27])[N:10]([CH3:15])[C:9]=2[CH:16]=1. The yield is 0.490. (9) The reactants are [OH:1][C@@H:2]([C:5]1[CH:10]=[C:9]([C:11]2[CH:16]=[CH:15][C:14]([O:17][C:18]3[CH:23]=[CH:22][C:21]([F:24])=[CH:20][CH:19]=3)=[CH:13][CH:12]=2)[N:8]=[C:7]([C:25](O)=[O:26])[CH:6]=1)[CH2:3][OH:4].[NH2:28][C@@H:29]([CH2:33][C:34]([NH2:36])=[O:35])[C:30]([NH2:32])=[O:31].CCN(C(C)C)C(C)C.CN(C(ON1N=NC2C=CC=CC1=2)=[N+](C)C)C.F[P-](F)(F)(F)(F)F. The catalyst is CN(C=O)C. The product is [OH:1][C@@H:2]([C:5]1[CH:10]=[C:9]([C:11]2[CH:12]=[CH:13][C:14]([O:17][C:18]3[CH:19]=[CH:20][C:21]([F:24])=[CH:22][CH:23]=3)=[CH:15][CH:16]=2)[N:8]=[C:7]([C:25]([NH:28][CH:29]([CH2:33][C:34]([NH2:36])=[O:35])[C:30]([NH2:32])=[O:31])=[O:26])[CH:6]=1)[CH2:3][OH:4]. The yield is 0.590.